Dataset: Peptide-MHC class I binding affinity with 185,985 pairs from IEDB/IMGT. Task: Regression. Given a peptide amino acid sequence and an MHC pseudo amino acid sequence, predict their binding affinity value. This is MHC class I binding data. (1) The binding affinity (normalized) is 0.174. The peptide sequence is CVKYLLDNDI. The MHC is HLA-A02:06 with pseudo-sequence HLA-A02:06. (2) The peptide sequence is YAAQGYKVL. The MHC is HLA-A29:02 with pseudo-sequence HLA-A29:02. The binding affinity (normalized) is 0. (3) The peptide sequence is AVPQVLGGL. The MHC is BoLA-AW10 with pseudo-sequence BoLA-AW10. The binding affinity (normalized) is 0.0641. (4) The peptide sequence is NPQAQGSV. The MHC is HLA-B07:02 with pseudo-sequence HLA-B07:02. The binding affinity (normalized) is 0.242.